Dataset: Forward reaction prediction with 1.9M reactions from USPTO patents (1976-2016). Task: Predict the product of the given reaction. (1) Given the reactants [NH:1]1[C:5]2[CH:6]=[CH:7][CH:8]=[CH:9][C:4]=2[N:3]=[C:2]1[CH:10]([NH:24][CH:25]1[CH2:30][CH2:29][N:28]([CH3:31])[CH2:27][CH2:26]1)[C:11]1[CH:16]=[CH:15][CH:14]=[C:13]([O:17]C2CCCCO2)[CH:12]=1.Cl.C(=O)([O-])O.[Na+], predict the reaction product. The product is: [NH:1]1[C:5]2[CH:6]=[CH:7][CH:8]=[CH:9][C:4]=2[N:3]=[C:2]1[CH:10]([NH:24][CH:25]1[CH2:26][CH2:27][N:28]([CH3:31])[CH2:29][CH2:30]1)[C:11]1[CH:12]=[C:13]([OH:17])[CH:14]=[CH:15][CH:16]=1. (2) Given the reactants [C:1]([O:5][CH:6]([C:11]1[C:16]([CH3:17])=[CH:15][CH:14]=[C:13](OS(C(F)(F)F)(=O)=O)[C:12]=1[C:26]1[C:27]([CH3:36])=[C:28]2[C:33](=[CH:34][CH:35]=1)[O:32][CH2:31][CH2:30][CH2:29]2)[C:7]([O:9][CH3:10])=[O:8])([CH3:4])([CH3:3])[CH3:2].C(=O)([O-])[O-].[K+].[K+].[CH:43](B1OC(C)(C)C(C)(C)O1)=[CH2:44], predict the reaction product. The product is: [C:1]([O:5][CH:6]([C:11]1[C:16]([CH3:17])=[CH:15][CH:14]=[C:13]([CH:43]=[CH2:44])[C:12]=1[C:26]1[C:27]([CH3:36])=[C:28]2[C:33](=[CH:34][CH:35]=1)[O:32][CH2:31][CH2:30][CH2:29]2)[C:7]([O:9][CH3:10])=[O:8])([CH3:4])([CH3:3])[CH3:2]. (3) Given the reactants [CH3:1][C@H:2]1[CH2:7][NH:6][CH2:5][CH2:4][NH:3]1.[C:8](Cl)([C:21]1[CH:26]=[CH:25][CH:24]=[CH:23][CH:22]=1)([C:15]1[CH:20]=[CH:19][CH:18]=[CH:17][CH:16]=1)[C:9]1[CH:14]=[CH:13][CH:12]=[CH:11][CH:10]=1, predict the reaction product. The product is: [CH3:1][C@@H:2]1[NH:3][CH2:4][CH2:5][N:6]([C:8]([C:9]2[CH:14]=[CH:13][CH:12]=[CH:11][CH:10]=2)([C:21]2[CH:22]=[CH:23][CH:24]=[CH:25][CH:26]=2)[C:15]2[CH:16]=[CH:17][CH:18]=[CH:19][CH:20]=2)[CH2:7]1. (4) Given the reactants F[C:2]1[CH:11]=[C:10]2[C:5]([C:6](=[O:12])[NH:7][CH:8]=[N:9]2)=[CH:4][CH:3]=1.NC1[CH:22]=[C:21]([F:23])[CH:20]=[CH:19][C:15]=1C(O)=O.[C:24]([OH:27])(=O)[CH3:25].C(N)=[NH:29].C[O:32][CH2:33][CH2:34]O, predict the reaction product. The product is: [F:23][C:21]1[CH:22]=[C:34]([CH:15]=[CH:19][CH:20]=1)[CH2:33][O:32][C:2]1[CH:11]=[C:10]2[C:5]([C:6](=[O:12])[N:7]([CH2:25][C:24]([NH2:29])=[O:27])[CH:8]=[N:9]2)=[CH:4][CH:3]=1. (5) Given the reactants [CH2:1]([NH:3][CH2:4][CH3:5])[CH3:2].C(N(CC)CC)C.[Cl:13][CH2:14][C:15](Cl)=[O:16], predict the reaction product. The product is: [Cl:13][CH2:14][C:15]([N:3]([CH2:4][CH3:5])[CH2:1][CH3:2])=[O:16]. (6) Given the reactants [Cl:1][C:2]1[CH:7]=[CH:6][C:5]([C:8]2([CH2:12][N:13]3[CH2:18][CH2:17][CH2:16][CH:15]([CH2:19][NH:20][C:21]4[CH:26]=[CH:25][CH:24]=[CH:23][CH:22]=4)[CH2:14]3)[CH2:11][CH2:10][CH2:9]2)=[CH:4][CH:3]=1.[CH:27]1([C:31](Cl)=[O:32])[CH2:30][CH2:29][CH2:28]1.C(N(C(C)C)CC)(C)C, predict the reaction product. The product is: [Cl:1][C:2]1[CH:3]=[CH:4][C:5]([C:8]2([CH2:12][N:13]3[CH2:18][CH2:17][CH2:16][CH:15]([CH2:19][N:20]([C:21]4[CH:22]=[CH:23][CH:24]=[CH:25][CH:26]=4)[C:31]([CH:27]4[CH2:30][CH2:29][CH2:28]4)=[O:32])[CH2:14]3)[CH2:9][CH2:10][CH2:11]2)=[CH:6][CH:7]=1. (7) Given the reactants [C:1]([O:5][C:6]([NH:8][C:9]1[CH:17]=[CH:16][CH:15]=[C:14]2[C:10]=1[CH:11]=[CH:12][N:13]2[C:18]([C:31]1[CH:36]=[CH:35][C:34]([Cl:37])=[CH:33][CH:32]=1)([CH2:23][C:24]([O:26][C:27]([CH3:30])([CH3:29])[CH3:28])=[O:25])[C:19]([O:21]C)=[O:20])=[O:7])([CH3:4])([CH3:3])[CH3:2].[Li+].[OH-], predict the reaction product. The product is: [C:27]([O:26][C:24](=[O:25])[CH2:23][C:18]([N:13]1[C:14]2[C:10](=[C:9]([NH:8][C:6]([O:5][C:1]([CH3:4])([CH3:3])[CH3:2])=[O:7])[CH:17]=[CH:16][CH:15]=2)[CH:11]=[CH:12]1)([C:31]1[CH:32]=[CH:33][C:34]([Cl:37])=[CH:35][CH:36]=1)[C:19]([OH:21])=[O:20])([CH3:29])([CH3:30])[CH3:28]. (8) Given the reactants [CH3:1][N:2]1[C:7]2[S:8][C:9]([C:12]3[CH:17]=[CH:16][CH:15]=[C:14]([O:18][C:19]([F:22])([F:21])[F:20])[CH:13]=3)=[C:10]([CH3:11])[C:6]=2[C:5](=[O:23])[N:4]([CH2:24][CH2:25][C:26]([O:28][CH2:29][CH3:30])=[O:27])[C:3]1=[O:31].C1C(=O)N([Br:39])C(=O)C1.C(OOC(=O)C1C=CC=CC=1)(=O)C1C=CC=CC=1, predict the reaction product. The product is: [Br:39][CH2:11][C:10]1[C:6]2[C:5](=[O:23])[N:4]([CH2:24][CH2:25][C:26]([O:28][CH2:29][CH3:30])=[O:27])[C:3](=[O:31])[N:2]([CH3:1])[C:7]=2[S:8][C:9]=1[C:12]1[CH:17]=[CH:16][CH:15]=[C:14]([O:18][C:19]([F:20])([F:21])[F:22])[CH:13]=1. (9) Given the reactants [NH2:1][C:2]([CH3:15])([CH2:8][C:9]1[CH:14]=[CH:13][CH:12]=[CH:11][CH:10]=1)[C:3]([O:5][CH2:6][CH3:7])=[O:4].[OH-].[Na+].[Cl:18][CH2:19][C:20](Cl)=[O:21], predict the reaction product. The product is: [Cl:18][CH2:19][C:20]([NH:1][C:2]([CH3:15])([CH2:8][C:9]1[CH:10]=[CH:11][CH:12]=[CH:13][CH:14]=1)[C:3]([O:5][CH2:6][CH3:7])=[O:4])=[O:21].